Dataset: Forward reaction prediction with 1.9M reactions from USPTO patents (1976-2016). Task: Predict the product of the given reaction. (1) The product is: [O:7]1[CH2:8][CH2:9][NH:10][C:11]2[CH:16]=[CH:15][CH:14]=[CH:13][C:12]1=2. Given the reactants [H-].[H-].[H-].[H-].[Li+].[Al+3].[O:7]1[C:12]2[CH:13]=[CH:14][CH:15]=[CH:16][C:11]=2[NH:10][C:9](=O)[CH2:8]1, predict the reaction product. (2) Given the reactants [Cl:1][C:2]1[CH:3]=[N:4][CH:5]=[CH:6][C:7]=1Cl.[C:9]([O:13][C:14]([N:16]1[CH2:21][CH2:20][NH:19][CH2:18][CH2:17]1)=[O:15])([CH3:12])([CH3:11])[CH3:10], predict the reaction product. The product is: [C:9]([O:13][C:14]([N:16]1[CH2:21][CH2:20][N:19]([C:7]2[CH:6]=[CH:5][N:4]=[CH:3][C:2]=2[Cl:1])[CH2:18][CH2:17]1)=[O:15])([CH3:12])([CH3:10])[CH3:11]. (3) Given the reactants [CH3:1][O:2][C:3](=[O:15])[CH2:4][C:5]1[C:13]2[C:8](=[N:9][CH:10]=[CH:11][CH:12]=2)[NH:7][C:6]=1[CH3:14].CCN(P1(N(C)CCCN1C)=NC(C)(C)C)CC.Br[CH2:35][C:36]1[CH:41]=[CH:40][C:39]([S:42]([CH3:45])(=[O:44])=[O:43])=[CH:38][C:37]=1[C:46]([F:49])([F:48])[F:47], predict the reaction product. The product is: [CH3:1][O:2][C:3](=[O:15])[CH2:4][C:5]1[C:13]2[C:8](=[N:9][CH:10]=[CH:11][CH:12]=2)[N:7]([CH2:35][C:36]2[CH:41]=[CH:40][C:39]([S:42]([CH3:45])(=[O:44])=[O:43])=[CH:38][C:37]=2[C:46]([F:48])([F:47])[F:49])[C:6]=1[CH3:14]. (4) Given the reactants [NH2:1][CH2:2][C:3]1[CH:8]=[CH:7][CH:6]=[CH:5][N:4]=1.Cl[C:10]1[CH:15]=[CH:14][C:13]([N+:16]([O-:18])=[O:17])=[CH:12][N:11]=1, predict the reaction product. The product is: [N:4]1[CH:5]=[CH:6][CH:7]=[CH:8][C:3]=1[CH2:2][NH:1][C:10]1[CH:15]=[CH:14][C:13]([N+:16]([O-:18])=[O:17])=[CH:12][N:11]=1. (5) Given the reactants [NH2:1][CH2:2][CH2:3][CH2:4][NH:5][C:6](=[O:34])[C:7]1[CH:12]=[CH:11][C:10]([C:13]2[N:18]=[C:17]3[N:19]([CH2:22][C:23]4[CH:24]=[C:25]5[C:30](=[CH:31][CH:32]=4)[N:29]=[CH:28][CH:27]=[CH:26]5)[N:20]=[N:21][C:16]3=[CH:15][CH:14]=2)=[CH:9][C:8]=1[F:33].CCOCC.[ClH:40], predict the reaction product. The product is: [ClH:40].[ClH:40].[NH2:1][CH2:2][CH2:3][CH2:4][NH:5][C:6](=[O:34])[C:7]1[CH:12]=[CH:11][C:10]([C:13]2[N:18]=[C:17]3[N:19]([CH2:22][C:23]4[CH:24]=[C:25]5[C:30](=[CH:31][CH:32]=4)[N:29]=[CH:28][CH:27]=[CH:26]5)[N:20]=[N:21][C:16]3=[CH:15][CH:14]=2)=[CH:9][C:8]=1[F:33]. (6) Given the reactants [NH2:1][C:2]1[N:7]=[C:6]([C:8]2[CH:13]=[CH:12][C:11]([OH:14])=[CH:10][C:9]=2[CH:15]2[CH2:17][CH2:16]2)[CH:5]=[CH:4][CH:3]=1.Cl[CH2:19][CH2:20][N:21]1[CH2:25][CH2:24][CH2:23][CH2:22]1.C([O-])([O-])=O.[Cs+].[Cs+], predict the reaction product. The product is: [CH:15]1([C:9]2[CH:10]=[C:11]([O:14][CH2:19][CH2:20][N:21]3[CH2:25][CH2:24][CH2:23][CH2:22]3)[CH:12]=[CH:13][C:8]=2[C:6]2[N:7]=[C:2]([NH2:1])[CH:3]=[CH:4][CH:5]=2)[CH2:17][CH2:16]1.